From a dataset of Full USPTO retrosynthesis dataset with 1.9M reactions from patents (1976-2016). Predict the reactants needed to synthesize the given product. (1) The reactants are: [Cl:1][C:2]1[CH:20]=[C:19]([O:21][CH2:22][CH:23]=[C:24]([Cl:26])[Cl:25])[CH:18]=[C:17]([Cl:27])[C:3]=1[O:4][CH2:5][CH2:6][CH2:7][O:8][C:9]1[CH:16]=[CH:15][C:12]([CH:13]=O)=[CH:11][CH:10]=1.C([O-])(=O)C.[NH4+].[N+:33]([CH3:36])([O-:35])=[O:34].O. Given the product [Cl:1][C:2]1[CH:20]=[C:19]([O:21][CH2:22][CH:23]=[C:24]([Cl:26])[Cl:25])[CH:18]=[C:17]([Cl:27])[C:3]=1[O:4][CH2:5][CH2:6][CH2:7][O:8][C:9]1[CH:16]=[CH:15][C:12]([CH:13]=[CH:36][N+:33]([O-:35])=[O:34])=[CH:11][CH:10]=1, predict the reactants needed to synthesize it. (2) Given the product [F:1][C:2]1[CH:3]=[C:4]([C@H:8]2[CH2:12][CH2:11][CH2:10][N:9]2[C:13]2[CH:18]=[CH:17][N:16]3[N:19]=[CH:20][C:21]([NH:22][C:31]([C:26]4[CH:27]=[CH:28][C:29](=[O:30])[N:24]([CH3:23])[N:25]=4)=[O:32])=[C:15]3[N:14]=2)[CH:5]=[CH:6][CH:7]=1, predict the reactants needed to synthesize it. The reactants are: [F:1][C:2]1[CH:3]=[C:4]([C@H:8]2[CH2:12][CH2:11][CH2:10][N:9]2[C:13]2[CH:18]=[CH:17][N:16]3[N:19]=[CH:20][C:21]([NH2:22])=[C:15]3[N:14]=2)[CH:5]=[CH:6][CH:7]=1.[CH3:23][N:24]1[C:29](=[O:30])[CH:28]=[CH:27][C:26]([C:31](O)=[O:32])=[N:25]1.CN(C(ON1N=NC2C=CC=NC1=2)=[N+](C)C)C.F[P-](F)(F)(F)(F)F.CCN(C(C)C)C(C)C. (3) Given the product [Cl:1][C:2]1[CH:7]=[CH:6][C:5]([C:8]2[CH:13]=[C:12]([C:14]([F:15])([F:17])[F:16])[N:11]3[N:18]=[CH:19][C:20]([C:21]#[C:22][C:24]4[CH:25]=[C:26]([S:30]([NH:33][C:34]([CH3:38])([CH3:37])[CH2:35][OH:36])(=[O:31])=[O:32])[CH:27]=[CH:28][CH:29]=4)=[C:10]3[N:9]=2)=[CH:4][CH:3]=1, predict the reactants needed to synthesize it. The reactants are: [Cl:1][C:2]1[CH:7]=[CH:6][C:5]([C:8]2[CH:13]=[C:12]([C:14]([F:17])([F:16])[F:15])[N:11]3[N:18]=[CH:19][C:20]([C:21]#[CH:22])=[C:10]3[N:9]=2)=[CH:4][CH:3]=1.Br[C:24]1[CH:25]=[C:26]([S:30]([NH:33][C:34]([CH3:38])([CH3:37])[CH2:35][OH:36])(=[O:32])=[O:31])[CH:27]=[CH:28][CH:29]=1. (4) Given the product [CH:1]1([N:6]2[CH2:7][CH2:8][CH:9]([O:12][C:13]3[CH:18]=[CH:17][C:16]([C:19]4[C:20]5[CH:31]=[CH:30][N:29]=[CH:28][C:21]=5[C:22]5[N:23]([C:25]([CH3:32])=[N:26][N:27]=5)[N:24]=4)=[CH:15][CH:14]=3)[CH2:10][CH2:11]2)[CH2:2][CH2:3][CH2:4][CH2:5]1, predict the reactants needed to synthesize it. The reactants are: [CH:1]1([N:6]2[CH2:11][CH2:10][CH:9]([O:12][C:13]3[CH:18]=[CH:17][C:16]([C:19]4[C:20]5[CH:31]=[CH:30][N:29]=[CH:28][C:21]=5[C:22]5[N:23]([CH:25]=[N:26][N:27]=5)[N:24]=4)=[CH:15][CH:14]=3)[CH2:8][CH2:7]2)[CH2:5][CH2:4][CH2:3][CH2:2]1.[C:32](NN)(=O)C.